The task is: Binary Classification. Given a drug SMILES string, predict its activity (active/inactive) in a high-throughput screening assay against a specified biological target.. This data is from Orexin1 receptor HTS with 218,158 compounds and 233 confirmed actives. The compound is OC1CC2(C3(C(C4(C(CC3)C(C(O)CC4)(C)C)C)CC=C2C2C1(CCC(C2)(C)C)C(O)=O)C)C. The result is 0 (inactive).